From a dataset of Full USPTO retrosynthesis dataset with 1.9M reactions from patents (1976-2016). Predict the reactants needed to synthesize the given product. (1) Given the product [CH3:24][S:23][C:20]1[CH:21]=[CH:22][C:17]([CH:7]2[C:6]3[C:11](=[CH:12][C:3]([O:2][CH2:1][CH2:37][CH2:38][N:31]4[CH2:36][CH2:35][CH2:34][CH2:33][CH2:32]4)=[CH:4][CH:5]=3)[CH:10]3[CH2:13][CH2:14][CH2:15][N:9]3[C:8]2=[O:16])=[CH:18][CH:19]=1, predict the reactants needed to synthesize it. The reactants are: [CH3:1][O:2][C:3]1[CH:12]=[C:11]2[C:6]([CH:7]([C:17]3[CH:22]=[CH:21][C:20]([S:23][CH3:24])=[CH:19][CH:18]=3)[C:8](=[O:16])[N:9]3[CH2:15][CH2:14][CH2:13][CH:10]32)=[CH:5][CH:4]=1.C([O-])([O-])=O.[Na+].[Na+].[NH:31]1[CH2:36][CH2:35][CH2:34][CH2:33][CH2:32]1.[CH2:37](O)[CH2:38]CC. (2) The reactants are: C([O:7][C:8]1[CH:13]=[C:12]([CH2:14][CH2:15]OS(C)(=O)=O)[O:11][C:10](=[O:21])[C:9]=1[C:22]1[C:27]([CH3:28])=[CH:26][C:25]([CH3:29])=[CH:24][C:23]=1[CH3:30])(=O)C(C)(C)C.[F:31][C:32]1[CH:33]=[C:34]([SH:38])[CH:35]=[CH:36][CH:37]=1.C([O-])([O-])=O.[K+].[K+]. Given the product [F:31][C:32]1[CH:33]=[C:34]([S:38][CH2:15][CH2:14][C:12]2[O:11][C:10](=[O:21])[C:9]([C:22]3[C:27]([CH3:28])=[CH:26][C:25]([CH3:29])=[CH:24][C:23]=3[CH3:30])=[C:8]([OH:7])[CH:13]=2)[CH:35]=[CH:36][CH:37]=1, predict the reactants needed to synthesize it. (3) Given the product [Cl:1][C:2]1[CH:21]=[C:20]([Cl:22])[CH:19]=[CH:18][C:3]=1[CH2:4][N:5]1[C:9]([CH2:10][CH2:11][CH2:12][NH:13][C:33]([NH:32][S:29]([C:23]2[CH:24]=[CH:25][CH:26]=[CH:27][CH:28]=2)(=[O:31])=[O:30])=[O:34])=[CH:8][C:7]([O:14][CH:15]([CH3:17])[CH3:16])=[N:6]1, predict the reactants needed to synthesize it. The reactants are: [Cl:1][C:2]1[CH:21]=[C:20]([Cl:22])[CH:19]=[CH:18][C:3]=1[CH2:4][N:5]1[C:9]([CH2:10][CH2:11][CH2:12][NH2:13])=[CH:8][C:7]([O:14][CH:15]([CH3:17])[CH3:16])=[N:6]1.[C:23]1([S:29]([N:32]=[C:33]=[O:34])(=[O:31])=[O:30])[CH:28]=[CH:27][CH:26]=[CH:25][CH:24]=1. (4) Given the product [CH3:1][C:2]1[CH:6]=[C:5]([CH3:7])[N:4]([C:8]2[N:16]=[C:15]3[C:11]([N:12]=[CH:13][N:14]3[CH2:25][CH2:26][O:27][CH3:28])=[C:10]([NH:17][C:18]3[CH:23]=[CH:22][CH:21]=[CH:20][CH:19]=3)[N:9]=2)[N:3]=1, predict the reactants needed to synthesize it. The reactants are: [CH3:1][C:2]1[CH:6]=[C:5]([CH3:7])[N:4]([C:8]2[N:16]=[C:15]3[C:11]([N:12]=[CH:13][NH:14]3)=[C:10]([NH:17][C:18]3[CH:23]=[CH:22][CH:21]=[CH:20][CH:19]=3)[N:9]=2)[N:3]=1.Br[CH2:25][CH2:26][O:27][CH3:28].C(=O)([O-])[O-].[K+].[K+].C(#N)C. (5) Given the product [C:15]([C:13]1[N:14]=[C:10]([N:7]2[CH2:8][CH2:9][C@H:5]([S:4][C:38]3[C@H:39]([CH3:62])[C@@H:40]4[C@@H:57]([C@H:58]([OH:60])[CH3:59])[C:56](=[O:61])[N:41]4[C:42]=3[C:43]([O:45][CH2:46][C:47]3[CH:52]=[CH:51][C:50]([N+:53]([O-:55])=[O:54])=[CH:49][CH:48]=3)=[O:44])[CH2:6]2)[S:11][CH:12]=1)#[N:16], predict the reactants needed to synthesize it. The reactants are: C([S:4][C@H:5]1[CH2:9][CH2:8][N:7]([C:10]2[S:11][CH:12]=[C:13]([C:15]#[N:16])[N:14]=2)[CH2:6]1)(=O)C.C(O)(=O)C.NN.C1(P(O[C:38]2[C@H:39]([CH3:62])[C@H:40]3[C@@H:57]([C@H:58]([OH:60])[CH3:59])[C:56](=[O:61])[N:41]3[C:42]=2[C:43]([O:45][CH2:46][C:47]2[CH:52]=[CH:51][C:50]([N+:53]([O-:55])=[O:54])=[CH:49][CH:48]=2)=[O:44])(C2C=CC=CC=2)=O)C=CC=CC=1.C(N(C(C)C)CC)(C)C.C(=O)([O-])O.[Na+].